From a dataset of Catalyst prediction with 721,799 reactions and 888 catalyst types from USPTO. Predict which catalyst facilitates the given reaction. (1) Reactant: C(O[C:4]([C:6]1[CH2:7][N:8]([C:22]([O:24][C:25]([CH3:28])([CH3:27])[CH3:26])=[O:23])[CH2:9][CH2:10][C:11]=1[NH:12][C:13]([O:15]C1C=CC=CC=1)=O)=[O:5])C.C[NH:30][NH:31][CH3:32].[CH2:33]1CCN2C(=NCCC2)CC1.NC(N)=O.[OH-].[Na+].Cl. Product: [C:25]([O:24][C:22]([N:8]1[CH2:9][CH2:10][C:11]2[NH:12][C:13](=[O:15])[N:30]([N:31]([CH3:32])[CH3:33])[C:4](=[O:5])[C:6]=2[CH2:7]1)=[O:23])([CH3:26])([CH3:27])[CH3:28]. The catalyst class is: 1. (2) Reactant: [C:1]([CH2:3][C:4]([N:6]1[CH2:11][CH2:10][CH2:9][CH:8]([NH:12][C:13]([NH:15][C:16]2[N:17]=[C:18]3[CH:24]=[CH:23][N:22](COCC[Si](C)(C)C)[C:19]3=[N:20][CH:21]=2)=[O:14])[CH2:7]1)=[O:5])#[N:2].F[B-](F)(F)F.[Li+].C(N)CN. Product: [C:1]([CH2:3][C:4]([N:6]1[CH2:11][CH2:10][CH2:9][CH:8]([NH:12][C:13]([NH:15][C:16]2[N:17]=[C:18]3[CH:24]=[CH:23][NH:22][C:19]3=[N:20][CH:21]=2)=[O:14])[CH2:7]1)=[O:5])#[N:2]. The catalyst class is: 192. (3) Reactant: [C:1](OC(=O)C)(=[O:3])C.C(O)=O.[CH2:11]([C:13]1[CH:26]=[CH:25][C:16]([O:17][C:18]2[CH:24]=[CH:23][CH:22]=[CH:21][C:19]=2[NH2:20])=[C:15]([O:27][CH3:28])[CH:14]=1)[CH3:12]. Product: [CH2:11]([C:13]1[CH:26]=[CH:25][C:16]([O:17][C:18]2[CH:24]=[CH:23][CH:22]=[CH:21][C:19]=2[NH:20][CH:1]=[O:3])=[C:15]([O:27][CH3:28])[CH:14]=1)[CH3:12]. The catalyst class is: 1.